This data is from Peptide-MHC class II binding affinity with 134,281 pairs from IEDB. The task is: Regression. Given a peptide amino acid sequence and an MHC pseudo amino acid sequence, predict their binding affinity value. This is MHC class II binding data. (1) The peptide sequence is LVKPGAGIMIFDPYG. The MHC is HLA-DPA10201-DPB10501 with pseudo-sequence HLA-DPA10201-DPB10501. The binding affinity (normalized) is 0.0356. (2) The peptide sequence is CSGEPVVVHITDDNE. The MHC is HLA-DQA10104-DQB10503 with pseudo-sequence HLA-DQA10104-DQB10503. The binding affinity (normalized) is 0. (3) The peptide sequence is AFILDGGNLFPKV. The MHC is DRB1_0401 with pseudo-sequence DRB1_0401. The binding affinity (normalized) is 0.618. (4) The peptide sequence is AAAAAYETAFAAIVP. The MHC is HLA-DQA10501-DQB10201 with pseudo-sequence HLA-DQA10501-DQB10201. The binding affinity (normalized) is 0.529. (5) The peptide sequence is YDKFLACVSTVLTGK. The MHC is DRB1_0701 with pseudo-sequence DRB1_0701. The binding affinity (normalized) is 0.662. (6) The peptide sequence is KFPKFNRVFEIEFDI. The MHC is DRB3_0202 with pseudo-sequence DRB3_0202. The binding affinity (normalized) is 0.0653. (7) The peptide sequence is TRGPSLRTTTVSGKL. The MHC is DRB1_1101 with pseudo-sequence DRB1_1101. The binding affinity (normalized) is 0.